Dataset: Peptide-MHC class I binding affinity with 185,985 pairs from IEDB/IMGT. Task: Regression. Given a peptide amino acid sequence and an MHC pseudo amino acid sequence, predict their binding affinity value. This is MHC class I binding data. (1) The peptide sequence is GVTLFFLSGK. The MHC is HLA-A11:01 with pseudo-sequence HLA-A11:01. The binding affinity (normalized) is 0.707. (2) The peptide sequence is SYNNKEKKW. The MHC is HLA-A01:01 with pseudo-sequence HLA-A01:01. The binding affinity (normalized) is 0.0181. (3) The peptide sequence is VTWAVRAL. The MHC is H-2-Db with pseudo-sequence H-2-Db. The binding affinity (normalized) is 0.